Dataset: Forward reaction prediction with 1.9M reactions from USPTO patents (1976-2016). Task: Predict the product of the given reaction. (1) Given the reactants [CH3:1][C:2]1[CH:7]=[CH:6][CH:5]=[CH:4][C:3]=1B(O)O.[C:11]([O:15][C:16]([N:18]1[CH2:23][CH:22]=[C:21](OS(C(F)(F)F)(=O)=O)[CH2:20][CH2:19]1)=[O:17])([CH3:14])([CH3:13])[CH3:12], predict the reaction product. The product is: [C:11]([O:15][C:16]([N:18]1[CH2:23][CH:22]=[C:21]([C:3]2[CH:4]=[CH:5][CH:6]=[CH:7][C:2]=2[CH3:1])[CH2:20][CH2:19]1)=[O:17])([CH3:14])([CH3:13])[CH3:12]. (2) Given the reactants CC1(C)CCCC(C)(C)N1.C([Li])CCC.[CH3:16][O:17][C:18]1[N:26]=[C:25]([C:27]([F:30])([F:29])[F:28])[CH:24]=[CH:23][C:19]=1[C:20]([OH:22])=[O:21].[Cl:31]C(Cl)(Cl)C(Cl)(Cl)Cl, predict the reaction product. The product is: [Cl:31][C:23]1[C:19]([C:20]([OH:22])=[O:21])=[C:18]([O:17][CH3:16])[N:26]=[C:25]([C:27]([F:30])([F:28])[F:29])[CH:24]=1. (3) The product is: [NH:14]1[CH2:15][CH2:16][NH:17][CH2:18][CH:13]1[CH2:12][C:5]1[C:6]2[CH2:7][CH2:8][CH2:9][CH2:10][C:11]=2[C:2](=[O:1])[NH:3][N:4]=1.[F:36][C:37]([F:42])([F:41])[C:38]([OH:40])=[O:39]. Given the reactants [O:1]=[C:2]1[C:11]2[CH2:10][CH2:9][CH2:8][CH2:7][C:6]=2[C:5]([CH2:12][CH:13]2[CH2:18][N:17](C(OCC3C=CC=CC=3)=O)[CH2:16][CH2:15][N:14]2C(OC(C)(C)C)=O)=[N:4][NH:3]1.[F:36][C:37]([F:42])([F:41])[C:38]([OH:40])=[O:39], predict the reaction product. (4) Given the reactants Cl[CH2:2][C:3](Cl)=[O:4].[CH3:6][S:7]([O:10][C:11]1[CH:16]=[CH:15][C:14]([C@H:17]([OH:27])[CH2:18][NH:19][CH2:20][C:21]2[CH:26]=[CH:25][CH:24]=[CH:23][CH:22]=2)=[CH:13][CH:12]=1)(=[O:9])=[O:8].[OH-].[K+], predict the reaction product. The product is: [CH3:6][S:7]([O:10][C:11]1[CH:12]=[CH:13][C:14]([C@@H:17]2[O:27][CH2:2][C:3](=[O:4])[N:19]([CH2:20][C:21]3[CH:26]=[CH:25][CH:24]=[CH:23][CH:22]=3)[CH2:18]2)=[CH:15][CH:16]=1)(=[O:9])=[O:8]. (5) Given the reactants [Br:1][C:2]1[CH:3]=[C:4]([C:8]([C:10]2[CH:15]=[CH:14][C:13]([O:16][CH:17]([CH3:19])[CH3:18])=[C:12]([CH3:20])[CH:11]=2)=[CH2:9])[CH:5]=[CH:6][CH:7]=1.[NH3:21].C([O:25][CH2:26]C)(=O)C.C(#[N:30])C, predict the reaction product. The product is: [Br:1][C:2]1[CH:3]=[C:4]([C:8]2([C:10]3[CH:15]=[CH:14][C:13]([O:16][CH:17]([CH3:18])[CH3:19])=[C:12]([CH3:20])[CH:11]=3)[CH2:9][O:25][C:26]([NH2:30])=[N:21]2)[CH:5]=[CH:6][CH:7]=1. (6) Given the reactants [Cl:1][C:2]1[C:3]([CH3:15])=[C:4]([CH:12]=[CH:13][CH:14]=1)[C:5]([N:7]([CH2:10][CH3:11])CC)=[O:6].[Li]CCCC.C(C1[CH:39]=[CH:38][C:26]([C:27]([NH:29][CH2:30][CH:31]2[CH2:36][CH2:35][N:34]([CH3:37])[CH2:33][CH2:32]2)=[O:28])=[CH:25][CH:24]=1)#N, predict the reaction product. The product is: [Cl:1][C:2]1[CH:14]=[CH:13][CH:12]=[C:4]2[C:3]=1[CH:15]=[C:10]([C:11]1[CH:39]=[CH:38][C:26]([C:27]([NH:29][CH2:30][CH:31]3[CH2:36][CH2:35][N:34]([CH3:37])[CH2:33][CH2:32]3)=[O:28])=[CH:25][CH:24]=1)[NH:7][C:5]2=[O:6]. (7) Given the reactants [Br:1][C:2]1[CH:3]=[CH:4][C:5]([OH:11])=[C:6]([C:8](=[O:10])[CH3:9])[CH:7]=1.[O:12]1[CH2:17][CH2:16][CH2:15][CH:14]([CH:18]=O)[CH2:13]1.N1CCCC1, predict the reaction product. The product is: [Br:1][C:2]1[CH:7]=[C:6]2[C:5](=[CH:4][CH:3]=1)[O:11][CH:18]([CH:14]1[CH2:15][CH2:16][CH2:17][O:12][CH2:13]1)[CH2:9][C:8]2=[O:10].